From a dataset of Reaction yield outcomes from USPTO patents with 853,638 reactions. Predict the reaction yield, written as a fraction of the theoretical maximum amount of product (1.0 means a 100% yield; for example, 0.34 means a 34% yield). (1) The reactants are [F:1][C:2]1[CH:23]=[CH:22][C:5]([CH2:6][CH:7]([CH:13]([C:15]2[CH:20]=[CH:19][C:18]([F:21])=[CH:17][CH:16]=2)[OH:14])[C:8]([O:10]CC)=[O:9])=[CH:4][CH:3]=1.[OH-].[Na+].Cl. The catalyst is CO. The product is [F:21][C:18]1[CH:19]=[CH:20][C:15]([CH:13]([OH:14])[CH:7]([CH2:6][C:5]2[CH:4]=[CH:3][C:2]([F:1])=[CH:23][CH:22]=2)[C:8]([OH:10])=[O:9])=[CH:16][CH:17]=1. The yield is 0.940. (2) The reactants are [CH2:1]([Li])[CH2:2][CH2:3][CH3:4].[C:6]1([C:12]2[CH:13]=[CH:14][CH:15]=[C:16]3[C:20]=2[CH2:19][CH:18]=[CH:17]3)[CH:11]=[CH:10][CH:9]=[CH:8][CH:7]=1.[CH3:21][Si:22]([CH3:25])(Cl)Cl. The catalyst is C1(C)C=CC=CC=1.O=O. The product is [CH3:21][Si:22]([CH3:25])([CH:17]1[C:16]2[C:20](=[C:12]([C:6]3[CH:11]=[CH:10][CH:9]=[CH:8][CH:7]=3)[CH:13]=[CH:14][CH:15]=2)[CH:19]=[CH:18]1)[CH:1]1[C:17]2[C:4](=[C:12]([C:6]3[CH:11]=[CH:10][CH:9]=[CH:8][CH:7]=3)[CH:20]=[CH:19][CH:18]=2)[CH:3]=[CH:2]1. The yield is 0.620. (3) The reactants are [F:1][C:2]1[CH:3]=[C:4]2[C:12](=[CH:13][CH:14]=1)[N:11]([CH2:15][CH2:16][CH2:17][CH2:18][CH2:19][C:20]([O:22][CH2:23][CH3:24])=[O:21])[C:10]1[CH2:9][CH2:8][C:7](=[CH2:25])[C:6](=[O:26])[C:5]2=1.[CH3:27][CH:28]1[O:33][CH:32]([CH3:34])[CH2:31][NH:30][CH2:29]1. The catalyst is C1(C)C=CC=CC=1. The product is [CH3:34][CH:32]1[CH2:31][N:30]([CH2:25][CH:7]2[C:6](=[O:26])[C:5]3[C:4]4[C:12](=[CH:13][CH:14]=[C:2]([F:1])[CH:3]=4)[N:11]([CH2:15][CH2:16][CH2:17][CH2:18][CH2:19][C:20]([O:22][CH2:23][CH3:24])=[O:21])[C:10]=3[CH2:9][CH2:8]2)[CH2:29][CH:28]([CH3:27])[O:33]1. The yield is 0.370. (4) The reactants are CC(OI1(OC(C)=O)(OC(C)=O)OC(=O)C2C=CC=CC1=2)=O.[OH:23][CH:24]1[CH2:28][CH2:27][CH:26]([NH:29][C:30](=[O:39])[O:31][CH2:32][C:33]2[CH:38]=[CH:37][CH:36]=[CH:35][CH:34]=2)[C:25]1([CH3:41])[CH3:40]. The catalyst is ClCCl. The product is [CH3:40][C:25]1([CH3:41])[C:24](=[O:23])[CH2:28][CH2:27][CH:26]1[NH:29][C:30](=[O:39])[O:31][CH2:32][C:33]1[CH:38]=[CH:37][CH:36]=[CH:35][CH:34]=1. The yield is 0.820. (5) The reactants are Cl[C:2]([CH2:4][O:5][C:6]1[CH:7]=[C:8]([CH:13]=[CH:14][CH:15]=1)[C:9]([O:11][CH3:12])=[O:10])=[O:3].[CH2:16]([O:23][C:24]1[CH:25]=[CH:26][C:27]([N+:32]([O-:34])=[O:33])=[C:28]([CH:31]=1)[NH:29][CH3:30])[C:17]1[CH:22]=[CH:21][CH:20]=[CH:19][CH:18]=1. The catalyst is O1CCCC1. The product is [CH2:16]([O:23][C:24]1[CH:25]=[CH:26][C:27]([N+:32]([O-:34])=[O:33])=[C:28]([N:29]([CH3:30])[C:2](=[O:3])[CH2:4][O:5][C:6]2[CH:7]=[C:8]([CH:13]=[CH:14][CH:15]=2)[C:9]([O:11][CH3:12])=[O:10])[CH:31]=1)[C:17]1[CH:18]=[CH:19][CH:20]=[CH:21][CH:22]=1. The yield is 0.800. (6) The reactants are [H-].C([Al+]CC(C)C)C(C)C.C[O:12][C:13]([C:15]1([OH:38])[CH2:20][C@@H:19]([O:21][Si:22]([C:25]([CH3:28])([CH3:27])[CH3:26])([CH3:24])[CH3:23])[C:18](=[CH2:29])[C@H:17]([O:30][Si:31]([C:34]([CH3:37])([CH3:36])[CH3:35])([CH3:33])[CH3:32])[CH2:16]1)=O. The catalyst is CCOCC. The product is [Si:22]([O:21][C@H:19]1[C:18](=[CH2:29])[C@H:17]([O:30][Si:31]([C:34]([CH3:37])([CH3:36])[CH3:35])([CH3:33])[CH3:32])[CH2:16][C:15]([CH2:13][OH:12])([OH:38])[CH2:20]1)([C:25]([CH3:27])([CH3:28])[CH3:26])([CH3:24])[CH3:23]. The yield is 0.240. (7) The reactants are [Br:1][C:2]1[CH:7]=[CH:6][CH:5]=[C:4](I)[CH:3]=1.[N:9]1[CH:14]=[CH:13][CH:12]=[C:11](B(O)O)[CH:10]=1.C([O-])([O-])=O.[K+].[K+]. The catalyst is C1C=CC([P]([Pd]([P](C2C=CC=CC=2)(C2C=CC=CC=2)C2C=CC=CC=2)([P](C2C=CC=CC=2)(C2C=CC=CC=2)C2C=CC=CC=2)[P](C2C=CC=CC=2)(C2C=CC=CC=2)C2C=CC=CC=2)(C2C=CC=CC=2)C2C=CC=CC=2)=CC=1.O1CCOCC1. The product is [Br:1][C:2]1[CH:3]=[C:4]([C:11]2[CH:10]=[N:9][CH:14]=[CH:13][CH:12]=2)[CH:5]=[CH:6][CH:7]=1. The yield is 1.00. (8) The reactants are [OH-].[Na+].C[O:4][C:5](=[O:21])[CH2:6][CH2:7][CH2:8][CH2:9][C:10]1[O:11][C:12]([C:15]2[CH:20]=[CH:19][CH:18]=[CH:17][N:16]=2)=[N:13][N:14]=1. The catalyst is C1COCC1.CO. The product is [N:16]1[CH:17]=[CH:18][CH:19]=[CH:20][C:15]=1[C:12]1[O:11][C:10]([CH2:9][CH2:8][CH2:7][CH2:6][C:5]([OH:21])=[O:4])=[N:14][N:13]=1. The yield is 0.270. (9) The product is [CH2:6]([O:5][C:3]([C:2]1[C:1](=[O:9])[N:22]([CH2:21][C:20]2[CH:35]=[CH:36][C:17]([F:16])=[CH:18][CH:19]=2)[C:27]2[C:26]([C:25]=1[OH:24])=[CH:31][C:30]([CH3:32])=[CH:29][CH:28]=2)=[O:4])[CH3:7]. The catalyst is CC(N(C)C)=O. The reactants are [C:1]([O:9]CC)(=O)[CH2:2][C:3]([O:5][CH2:6][CH3:7])=[O:4].[H-].[Na+].[H][H].[F:16][C:17]1[CH:36]=[CH:35][C:20]([CH2:21][N:22]2[C:27]3[CH:28]=[CH:29][C:30]([CH3:32])=[CH:31][C:26]=3[C:25](=O)[O:24]C2=O)=[CH:19][CH:18]=1.Cl. The yield is 0.710. (10) The reactants are [O:1]=[C:2]1[CH2:7][CH2:6][CH2:5][C:4]2([CH2:12][CH2:11][N:10](C(OC(C)(C)C)=O)[CH2:9][CH2:8]2)[N:3]1[CH2:20][C:21]1[CH:29]=[CH:28][CH:27]=[C:26]2[C:22]=1[CH:23]=[CH:24][N:25]2[S:30]([C:33]1[CH:39]=[CH:38][C:36]([CH3:37])=[CH:35][CH:34]=1)(=[O:32])=[O:31]. The catalyst is ClCCl.C(O)(C(F)(F)F)=O. The product is [S:30]([N:25]1[C:26]2[C:22](=[C:21]([CH2:20][N:3]3[C:4]4([CH2:12][CH2:11][NH:10][CH2:9][CH2:8]4)[CH2:5][CH2:6][CH2:7][C:2]3=[O:1])[CH:29]=[CH:28][CH:27]=2)[CH:23]=[CH:24]1)([C:33]1[CH:34]=[CH:35][C:36]([CH3:37])=[CH:38][CH:39]=1)(=[O:31])=[O:32]. The yield is 0.950.